Dataset: Peptide-MHC class II binding affinity with 134,281 pairs from IEDB. Task: Regression. Given a peptide amino acid sequence and an MHC pseudo amino acid sequence, predict their binding affinity value. This is MHC class II binding data. The peptide sequence is WLLIEVLKGMKTTSE. The MHC is DRB1_1302 with pseudo-sequence DRB1_1302. The binding affinity (normalized) is 0.318.